Task: Predict the product of the given reaction.. Dataset: Forward reaction prediction with 1.9M reactions from USPTO patents (1976-2016) (1) Given the reactants [C:1]([O:4][C@@H:5]1[C@@H:18]([O:19][C:20](=[O:22])[CH3:21])[C@H:17]([O:23][C:24](=[O:26])[CH3:25])[CH2:16][S:15][C@H:6]1[O:7][C:8]1[CH:9]=[N:10][CH:11]=[C:12](Br)[CH:13]=1)(=[O:3])[CH3:2].[F:27][C:28]1[CH:33]=[C:32]([O:34][CH3:35])[CH:31]=[C:30]([F:36])[C:29]=1B(O)O, predict the reaction product. The product is: [C:1]([O:4][C@@H:5]1[C@@H:18]([O:19][C:20](=[O:22])[CH3:21])[C@H:17]([O:23][C:24](=[O:26])[CH3:25])[CH2:16][S:15][C@H:6]1[O:7][C:8]1[CH:9]=[N:10][CH:11]=[C:12]([C:29]2[C:28]([F:27])=[CH:33][C:32]([O:34][CH3:35])=[CH:31][C:30]=2[F:36])[CH:13]=1)(=[O:3])[CH3:2]. (2) Given the reactants C1(P(C2C=CC=CC=2)C2C=CC=CC=2)C=CC=CC=1.C(OC([N+](C(OC(C)C)=O)=[N-])=O)(C)C.[CH3:34][N:35]1[C:43]2[C:38](=[CH:39][C:40]([OH:44])=[CH:41][CH:42]=2)[C:37]([C:45]2[N:53]([S:54]([C:57]3[CH:62]=[CH:61][C:60]([CH3:63])=[CH:59][CH:58]=3)(=[O:56])=[O:55])[C:48]3=[N:49][CH:50]=[CH:51][CH:52]=[C:47]3[CH:46]=2)=[CH:36]1.[CH3:64][O:65][CH2:66][CH:67](O)[CH3:68], predict the reaction product. The product is: [CH3:64][O:65][CH2:66][CH:67]([CH3:68])[O:44][C:40]1[CH:39]=[C:38]2[C:43](=[CH:42][CH:41]=1)[N:35]([CH3:34])[CH:36]=[C:37]2[C:45]1[N:53]([S:54]([C:57]2[CH:62]=[CH:61][C:60]([CH3:63])=[CH:59][CH:58]=2)(=[O:56])=[O:55])[C:48]2=[N:49][CH:50]=[CH:51][CH:52]=[C:47]2[CH:46]=1. (3) Given the reactants Cl.[Cl:2][C:3]1[C:7]([Cl:8])=[C:6]([CH3:9])[NH:5][C:4]=1[C:10]([NH:12][CH:13]1[CH2:18][CH2:17][NH:16][CH2:15][CH2:14]1)=[O:11].Br[C:20]1[S:21][C:22]([C:25]#[N:26])=[CH:23][N:24]=1, predict the reaction product. The product is: [Cl:2][C:3]1[C:7]([Cl:8])=[C:6]([CH3:9])[NH:5][C:4]=1[C:10]([NH:12][CH:13]1[CH2:18][CH2:17][N:16]([C:20]2[S:21][C:22]([C:25]#[N:26])=[CH:23][N:24]=2)[CH2:15][CH2:14]1)=[O:11]. (4) The product is: [F:16][C:17]1[CH:18]=[C:19]2[C:24](=[CH:25][C:26]=1[N:27]1[CH2:32][CH2:31][N:30]([CH3:33])[CH2:29][CH2:28]1)[N:23]=[C:22]([CH:34]=[CH:9][C:7]1[O:8][C:4]([N+:1]([O-:3])=[O:2])=[CH:5][CH:6]=1)[NH:21][C:20]2=[O:35]. Given the reactants [N+:1]([C:4]1[O:8][C:7]([CH:9]=O)=[CH:6][CH:5]=1)([O-:3])=[O:2].S(=O)(=O)(O)O.[F:16][C:17]1[CH:18]=[C:19]2[C:24](=[CH:25][C:26]=1[N:27]1[CH2:32][CH2:31][N:30]([CH3:33])[CH2:29][CH2:28]1)[N:23]=[C:22]([CH3:34])[NH:21][C:20]2=[O:35].C(OCC)(=O)C, predict the reaction product. (5) Given the reactants Br[C:2]1[CH:3]=[C:4]2[C:9](=[CH:10][CH:11]=1)[CH2:8][N:7]([C:12]([O:14][C:15]([CH3:18])([CH3:17])[CH3:16])=[O:13])[CH2:6][CH2:5]2.[CH3:19][C:20]1([CH3:36])[C:24]([CH3:26])([CH3:25])[O:23][B:22]([B:22]2[O:23][C:24]([CH3:26])([CH3:25])[C:20]([CH3:36])([CH3:19])[O:21]2)[O:21]1.C([O-])(=O)C.[K+].C([O-])([O-])=O.[Na+].[Na+], predict the reaction product. The product is: [CH3:19][C:20]1([CH3:36])[C:24]([CH3:26])([CH3:25])[O:23][B:22]([C:2]2[CH:3]=[C:4]3[C:9](=[CH:10][CH:11]=2)[CH2:8][N:7]([C:12]([O:14][C:15]([CH3:18])([CH3:17])[CH3:16])=[O:13])[CH2:6][CH2:5]3)[O:21]1. (6) Given the reactants [NH2:1][C:2]1[N:7]=[C:6]([C:8]2[O:9][CH:10]=[CH:11][CH:12]=2)[C:5]([C:13]#[N:14])=[C:4](OS(C(F)(F)F)(=O)=O)[CH:3]=1.C[C:24]1[C:25]([CH2:30][NH2:31])=[N:26][CH:27]=[CH:28][CH:29]=1, predict the reaction product. The product is: [NH2:1][C:2]1[CH:3]=[C:4]([NH:31][CH2:30][C:25]2[CH:24]=[CH:29][CH:28]=[CH:27][N:26]=2)[C:5]([C:13]#[N:14])=[C:6]([C:8]2[O:9][CH:10]=[CH:11][CH:12]=2)[N:7]=1. (7) Given the reactants [NH:1]1[C:5]2=[CH:6][N:7]=[CH:8][CH:9]=[C:4]2[CH:3]=[C:2]1[CH:10]=[O:11].[CH:12]([Mg]Br)([CH3:14])[CH3:13].C(OCC)C.[Cl-].[NH4+], predict the reaction product. The product is: [CH3:13][CH:12]([CH3:14])[CH:10]([C:2]1[NH:1][C:5]2=[CH:6][N:7]=[CH:8][CH:9]=[C:4]2[CH:3]=1)[OH:11]. (8) Given the reactants Cl[C:2]1[CH:7]=[CH:6][N:5]2[N:8]=[CH:9][C:10]([CH:11]=[O:12])=[C:4]2[N:3]=1.[Cl:13][C:14]1[CH:15]=[C:16]([OH:20])[CH:17]=[CH:18][CH:19]=1.C([O-])([O-])=O.[K+].[K+].O, predict the reaction product. The product is: [Cl:13][C:14]1[CH:15]=[C:16]([CH:17]=[CH:18][CH:19]=1)[O:20][C:2]1[CH:7]=[CH:6][N:5]2[N:8]=[CH:9][C:10]([CH:11]=[O:12])=[C:4]2[N:3]=1. (9) Given the reactants Cl[C:2]1[C:11]2[C:6](=[CH:7][CH:8]=[CH:9][CH:10]=2)[N:5]=[CH:4][C:3]=1[N+:12]([O-:14])=[O:13].Cl.[Cl:16][CH2:17][CH2:18][NH2:19].C(=O)([O-])[O-].[Na+].[Na+], predict the reaction product. The product is: [Cl:16][CH2:17][CH2:18][NH:19][C:2]1[C:11]2[C:6](=[CH:7][CH:8]=[CH:9][CH:10]=2)[N:5]=[CH:4][C:3]=1[N+:12]([O-:14])=[O:13]. (10) Given the reactants B1(C)OC(C2C=CC=CC=2)(C2C=CC=CC=2)[C@@H]2N1CCC2.B.CSC.[F:26][C:27]1[CH:28]=[C:29]([C:58](=[O:60])[CH3:59])[CH:30]=[CH:31][C:32]=1[N:33]1[CH2:38][CH2:37][N:36]([C:39]([C:41]2[CH:46]=[C:45]([S:47]([CH3:50])(=[O:49])=[O:48])[CH:44]=[CH:43][C:42]=2[C:51]2[CH:56]=[CH:55][C:54]([F:57])=[CH:53][CH:52]=2)=[O:40])[CH2:35][CH2:34]1.CO, predict the reaction product. The product is: [F:26][C:27]1[CH:28]=[C:29]([CH:58]([OH:60])[CH3:59])[CH:30]=[CH:31][C:32]=1[N:33]1[CH2:38][CH2:37][N:36]([C:39]([C:41]2[CH:46]=[C:45]([S:47]([CH3:50])(=[O:49])=[O:48])[CH:44]=[CH:43][C:42]=2[C:51]2[CH:56]=[CH:55][C:54]([F:57])=[CH:53][CH:52]=2)=[O:40])[CH2:35][CH2:34]1.